Dataset: Full USPTO retrosynthesis dataset with 1.9M reactions from patents (1976-2016). Task: Predict the reactants needed to synthesize the given product. (1) Given the product [Cl:1][C:2]1[CH:7]=[C:6]([Cl:8])[CH:5]=[CH:4][C:3]=1[C:9]1[CH:10]=[CH:11][CH:12]=[C:13]2[C:21]=1[CH2:20][C@H:19]1[C@@H:14]2[CH2:15][NH:16][CH2:17][CH2:18]1, predict the reactants needed to synthesize it. The reactants are: [Cl:1][C:2]1[CH:7]=[C:6]([Cl:8])[CH:5]=[CH:4][C:3]=1[C:9]1[CH:10]=[CH:11][CH:12]=[C:13]2[C:21]=1[C:20](=O)[C@H:19]1[C@@H:14]2[CH2:15][NH:16][CH2:17][CH2:18]1.[SiH](CC)(CC)CC.FC(F)(F)C(O)=O. (2) The reactants are: [CH3:1][C:2]1[CH:10]=[C:9]([C:11]2[N:15]=[CH:14][N:13]([C:16]3[CH:21]=[CH:20][C:19]([O:22][C:23]([F:26])([F:25])[F:24])=[CH:18][CH:17]=3)[N:12]=2)[CH:8]=[CH:7][C:3]=1[C:4](O)=[O:5].C(N(CC)CC)C.P([N:50]=[N+:51]=[N-:52])(=O)(OC1C=CC=CC=1)OC1C=CC=CC=1. Given the product [CH3:1][C:2]1[CH:10]=[C:9]([C:11]2[N:15]=[CH:14][N:13]([C:16]3[CH:21]=[CH:20][C:19]([O:22][C:23]([F:26])([F:24])[F:25])=[CH:18][CH:17]=3)[N:12]=2)[CH:8]=[CH:7][C:3]=1[C:4]([N:50]=[N+:51]=[N-:52])=[O:5], predict the reactants needed to synthesize it.